Dataset: Forward reaction prediction with 1.9M reactions from USPTO patents (1976-2016). Task: Predict the product of the given reaction. (1) Given the reactants [Cl:1][C:2]1[CH:27]=[CH:26][C:5]([C:6]([NH:8][CH2:9][C:10]2[CH:15]=[CH:14][C:13]([S:16]([N:19]3[CH2:24][CH2:23][C:22](=O)[CH2:21][CH2:20]3)(=[O:18])=[O:17])=[CH:12][CH:11]=2)=[O:7])=[CH:4][CH:3]=1.[CH2:28]([NH2:34])[CH2:29][CH2:30][CH2:31][CH2:32][CH3:33], predict the reaction product. The product is: [Cl:1][C:2]1[CH:27]=[CH:26][C:5]([C:6]([NH:8][CH2:9][C:10]2[CH:15]=[CH:14][C:13]([S:16]([N:19]3[CH2:24][CH2:23][CH:22]([NH:34][CH2:28][CH2:29][CH2:30][CH2:31][CH2:32][CH3:33])[CH2:21][CH2:20]3)(=[O:18])=[O:17])=[CH:12][CH:11]=2)=[O:7])=[CH:4][CH:3]=1. (2) Given the reactants [CH3:1][O:2][C:3]1[CH:4]=[C:5]([NH:11][C:12]2[N:13]=[CH:14][C:15]3[CH2:21][C:20](=[O:22])[NH:19][C:18]4[CH:23]=[CH:24][C:25]([C:27](O)=[O:28])=[CH:26][C:17]=4[C:16]=3[N:30]=2)[CH:6]=[CH:7][C:8]=1[O:9][CH3:10].[N:31]1[CH:36]=[CH:35][C:34]([CH2:37][CH2:38][NH2:39])=[CH:33][CH:32]=1, predict the reaction product. The product is: [N:31]1[CH:36]=[CH:35][C:34]([CH2:37][CH2:38][NH:39][C:27]([C:25]2[CH:24]=[CH:23][C:18]3[NH:19][C:20](=[O:22])[CH2:21][C:15]4[CH:14]=[N:13][C:12]([NH:11][C:5]5[CH:6]=[CH:7][C:8]([O:9][CH3:10])=[C:3]([O:2][CH3:1])[CH:4]=5)=[N:30][C:16]=4[C:17]=3[CH:26]=2)=[O:28])=[CH:33][CH:32]=1.